From a dataset of Full USPTO retrosynthesis dataset with 1.9M reactions from patents (1976-2016). Predict the reactants needed to synthesize the given product. (1) Given the product [CH3:1][C:2]1[CH:6]=[C:5]([CH3:7])[N:4]([C:8]2[CH:14]=[CH:13][C:11]([NH:12][CH3:19])=[CH:10][C:9]=2[O:15][CH3:16])[N:3]=1, predict the reactants needed to synthesize it. The reactants are: [CH3:1][C:2]1[CH:6]=[C:5]([CH3:7])[N:4]([C:8]2[CH:14]=[CH:13][C:11]([NH2:12])=[CH:10][C:9]=2[O:15][CH3:16])[N:3]=1.CI.[C:19](=O)([O-])[O-].[K+].[K+].O. (2) Given the product [Cl:11][C:12]1[CH:25]=[CH:24][CH:23]=[CH:22][C:13]=1[O:14][C:15]1[S:19][C:18]([CH2:20][NH2:21])=[CH:17][CH:16]=1, predict the reactants needed to synthesize it. The reactants are: [H-].[Al+3].[Li+].[H-].[H-].[H-].[Cl-].[Al+3].[Cl-].[Cl-].[Cl:11][C:12]1[CH:25]=[CH:24][CH:23]=[CH:22][C:13]=1[O:14][C:15]1[S:19][C:18]([C:20]#[N:21])=[CH:17][CH:16]=1.N.S([O-])([O-])(=O)=O.[Mg+2]. (3) Given the product [CH2:31]([OH:32])[CH:18]([OH:19])[CH:16]([OH:17])[CH:14]([OH:15])[CH:13]=[O:12], predict the reactants needed to synthesize it. The reactants are: NC1C=C(C(O)=O)C(O)=CC=1.[OH:12][CH:13]1[O:32][C@H:31](CO)[C@@H:18]([O:19][C@@H]2O[C@H](CO)[C@H](O)[C@H](O)[C@H]2O)[C@H:16]([OH:17])[C@H:14]1[OH:15].C([O-])(=O)CCCCCCCCCCCCCCCCC.[Mg+2].C([O-])(=O)CCCCCCCCCCCCCCCCC.